The task is: Predict the product of the given reaction.. This data is from Forward reaction prediction with 1.9M reactions from USPTO patents (1976-2016). (1) Given the reactants Cl.[N:2]1([CH2:7][CH2:8][CH2:9][N:10]2[CH2:15][CH2:14][CH:13]([CH2:16][NH2:17])[CH2:12][CH2:11]2)[CH:6]=[CH:5][N:4]=[N:3]1.[OH-].[Na+], predict the reaction product. The product is: [N:2]1([CH2:7][CH2:8][CH2:9][N:10]2[CH2:11][CH2:12][CH:13]([CH2:16][NH2:17])[CH2:14][CH2:15]2)[CH:6]=[CH:5][N:4]=[N:3]1. (2) Given the reactants [N:1]1([C:6]2[CH:42]=[CH:41][C:9]([CH2:10][C:11]3[C:12](Cl)=[N:13][C:14]4[C:19]([C:20]=3[Cl:21])=[CH:18][C:17]([C:22]([C:34]3[N:38]([CH3:39])[CH:37]=[N:36][CH:35]=3)([C:24]3[CH:25]=[N:26][C:27]([C:30]([F:33])([F:32])[F:31])=[CH:28][CH:29]=3)[OH:23])=[CH:16][CH:15]=4)=[CH:8][CH:7]=2)[CH:5]=[CH:4][CH:3]=[N:2]1.[NH:43]1[CH2:46][CH2:45][CH2:44]1.CN(C)C=O, predict the reaction product. The product is: [N:1]1([C:6]2[CH:42]=[CH:41][C:9]([CH2:10][C:11]3[C:12]([N:43]4[CH2:46][CH2:45][CH2:44]4)=[N:13][C:14]4[C:19]([C:20]=3[Cl:21])=[CH:18][C:17]([C:22]([C:34]3[N:38]([CH3:39])[CH:37]=[N:36][CH:35]=3)([C:24]3[CH:25]=[N:26][C:27]([C:30]([F:32])([F:31])[F:33])=[CH:28][CH:29]=3)[OH:23])=[CH:16][CH:15]=4)=[CH:8][CH:7]=2)[CH:5]=[CH:4][CH:3]=[N:2]1. (3) Given the reactants [OH:1][C:2]1[CH:10]=[C:9]([CH3:11])[CH:8]=[CH:7][C:3]=1[C:4]([OH:6])=[O:5].C(OC(=O)C)(=O)C.S(=O)(=O)(O)O.[CH3:24][C:25]([CH3:27])=O, predict the reaction product. The product is: [CH3:24][C:25]1([CH3:27])[O:1][C:2]2[CH:10]=[C:9]([CH3:11])[CH:8]=[CH:7][C:3]=2[C:4](=[O:6])[O:5]1. (4) Given the reactants [CH3:1][N:2]1[C:6]([CH2:7][C:8]#N)=[CH:5][C:4]([C:10]2[CH:15]=[CH:14][C:13]([O:16][C:17]([F:20])([F:19])[F:18])=[CH:12][CH:11]=2)=[N:3]1.[OH-:21].[Na+].[OH2:23].Cl, predict the reaction product. The product is: [CH3:1][N:2]1[C:6]([CH2:7][C:8]([OH:23])=[O:21])=[CH:5][C:4]([C:10]2[CH:15]=[CH:14][C:13]([O:16][C:17]([F:20])([F:19])[F:18])=[CH:12][CH:11]=2)=[N:3]1. (5) Given the reactants [OH:1][C:2]1[CH:11]=[C:10]2[C:5]([C:6](=[O:18])[C:7]([C:12]3[CH:17]=[CH:16][CH:15]=[CH:14][CH:13]=3)=[CH:8][O:9]2)=[CH:4][CH:3]=1.[C:19](OC(=O)C)(=[O:21])[CH3:20], predict the reaction product. The product is: [C:19]([O:1][C:2]1[CH:11]=[C:10]2[C:5]([C:6](=[O:18])[C:7]([C:12]3[CH:17]=[CH:16][CH:15]=[CH:14][CH:13]=3)=[CH:8][O:9]2)=[CH:4][CH:3]=1)(=[O:21])[CH3:20]. (6) Given the reactants C[O:2][C:3](=[O:25])[C:4]1[CH:9]=[CH:8][C:7]([CH2:10][O:11][C:12]2[CH:17]=[CH:16][C:15]([C:18](=[O:20])[CH3:19])=[C:14]([OH:21])[C:13]=2[CH2:22][CH2:23][CH3:24])=[CH:6][CH:5]=1.[OH-].[Li+], predict the reaction product. The product is: [C:18]([C:15]1[CH:16]=[CH:17][C:12]([O:11][CH2:10][C:7]2[CH:8]=[CH:9][C:4]([C:3]([OH:25])=[O:2])=[CH:5][CH:6]=2)=[C:13]([CH2:22][CH2:23][CH3:24])[C:14]=1[OH:21])(=[O:20])[CH3:19]. (7) The product is: [CH2:14]([N:21]1[CH2:1][CH:3]2[CH2:7][CH:6]([CH2:5][CH:4]2[O:10][C:11](=[O:13])[CH3:12])[CH2:8]1)[C:15]1[CH:20]=[CH:19][CH:18]=[CH:17][CH:16]=1. Given the reactants [CH:1]([CH:3]1[CH2:7][CH:6]([CH:8]=O)[CH2:5][CH:4]1[O:10][C:11](=[O:13])[CH3:12])=O.[CH2:14]([NH2:21])[C:15]1[CH:20]=[CH:19][CH:18]=[CH:17][CH:16]=1.C(O)(=O)C.C(O[BH-](OC(=O)C)OC(=O)C)(=O)C.[Na+], predict the reaction product.